From a dataset of Reaction yield outcomes from USPTO patents with 853,638 reactions. Predict the reaction yield, written as a fraction of the theoretical maximum amount of product (1.0 means a 100% yield; for example, 0.34 means a 34% yield). The reactants are [CH3:1][O:2][C:3]1[CH:4]=[C:5]([CH:16]=[CH:17][C:18]=1[N+:19]([O-])=O)[CH2:6][N:7]([CH3:15])[C:8](=[O:14])[O:9][C:10]([CH3:13])([CH3:12])[CH3:11]. The catalyst is CCO.[Pd]. The product is [NH2:19][C:18]1[CH:17]=[CH:16][C:5]([CH2:6][N:7]([CH3:15])[C:8](=[O:14])[O:9][C:10]([CH3:12])([CH3:13])[CH3:11])=[CH:4][C:3]=1[O:2][CH3:1]. The yield is 0.960.